From a dataset of Full USPTO retrosynthesis dataset with 1.9M reactions from patents (1976-2016). Predict the reactants needed to synthesize the given product. (1) Given the product [CH3:1][N:2]1[C:6]([C:7]2[CH:12]=[C:11]([C:13]([F:16])([F:14])[F:15])[CH:10]=[CH:9][C:8]=2[C:17]2[CH:26]=[CH:25][CH:24]=[C:23]3[C:18]=2[CH2:19][CH2:20][N:21]([S:33]([NH:36][C:37]2[N:42]=[CH:41][CH:40]=[CH:39][N:38]=2)(=[O:35])=[O:34])[CH2:22]3)=[CH:5][CH:4]=[N:3]1, predict the reactants needed to synthesize it. The reactants are: [CH3:1][N:2]1[C:6]([C:7]2[CH:12]=[C:11]([C:13]([F:16])([F:15])[F:14])[CH:10]=[CH:9][C:8]=2[C:17]2[CH:26]=[CH:25][CH:24]=[C:23]3[C:18]=2[CH2:19][CH2:20][NH:21][CH2:22]3)=[CH:5][CH:4]=[N:3]1.O=C1N([S:33]([NH:36][C:37]2[N:42]=[CH:41][CH:40]=[CH:39][N:38]=2)(=[O:35])=[O:34])CCO1.C(N(CC)CC)C. (2) The reactants are: C([Si](C)(C)[O:6][C:7]1[CH:12]=[CH:11][C:10]([C:13]2[CH2:18][CH2:17][C:16](=[O:19])[CH2:15][CH:14]=2)=[CH:9][CH:8]=1)(C)(C)C.CCCC[N+](CCCC)(CCCC)CCCC.[F-]. Given the product [OH:6][C:7]1[CH:8]=[CH:9][C:10]([C:13]2[CH2:18][CH2:17][C:16](=[O:19])[CH2:15][CH:14]=2)=[CH:11][CH:12]=1, predict the reactants needed to synthesize it. (3) Given the product [OH:1][C:2]([CH3:25])([CH3:24])[C:3]#[C:4][C:5]1[CH:6]=[C:7]([N:11]2[C:19]3[C:14](=[CH:15][CH:16]=[CH:17][CH:18]=3)[C:13]([C:20]([NH2:26])=[O:21])=[N:12]2)[CH:8]=[CH:9][CH:10]=1, predict the reactants needed to synthesize it. The reactants are: [OH:1][C:2]([CH3:25])([CH3:24])[C:3]#[C:4][C:5]1[CH:6]=[C:7]([N:11]2[C:19]3[C:14](=[CH:15][CH:16]=[CH:17][CH:18]=3)[C:13]([C:20](OC)=[O:21])=[N:12]2)[CH:8]=[CH:9][CH:10]=1.[NH3:26]. (4) Given the product [ClH:41].[CH2:32]([O:31][C:29](=[O:30])[N:27]([CH2:26][C:25](=[O:39])[NH:24][C@H:21]1[CH2:22][CH2:23][C@H:18]([C@H:8]([NH2:7])[C:9]([N:11]2[CH2:15][CH2:14][C:13]([F:17])([F:16])[CH2:12]2)=[O:10])[CH2:19][CH2:20]1)[CH3:28])[C:33]1[CH:34]=[CH:35][CH:36]=[CH:37][CH:38]=1, predict the reactants needed to synthesize it. The reactants are: C(OC(=O)[NH:7][C@@H:8]([C@H:18]1[CH2:23][CH2:22][C@H:21]([NH:24][C:25](=[O:39])[CH2:26][N:27]([C:29]([O:31][CH2:32][C:33]2[CH:38]=[CH:37][CH:36]=[CH:35][CH:34]=2)=[O:30])[CH3:28])[CH2:20][CH2:19]1)[C:9]([N:11]1[CH2:15][CH2:14][C:13]([F:17])([F:16])[CH2:12]1)=[O:10])(C)(C)C.[ClH:41]. (5) Given the product [Cl:12][C:13]1[CH:18]=[C:17]([C:19]2([C:21]([F:24])([F:22])[F:23])[O:1][N:2]=[C:3]([C:4]3[CH:9]=[CH:8][C:7]([CH3:10])=[CH:6][CH:5]=3)[CH2:20]2)[CH:16]=[C:15]([Cl:25])[CH:14]=1, predict the reactants needed to synthesize it. The reactants are: [OH:1][N:2]=[C:3](Cl)[C:4]1[CH:9]=[CH:8][C:7]([CH3:10])=[CH:6][CH:5]=1.[Cl:12][C:13]1[CH:18]=[C:17]([C:19]([C:21]([F:24])([F:23])[F:22])=[CH2:20])[CH:16]=[C:15]([Cl:25])[CH:14]=1. (6) Given the product [Br:33][CH2:34][CH2:35][CH2:36][C:10]#[C:9][CH2:8][O:7][CH:2]1[CH2:3][CH2:4][CH2:5][CH2:6][O:1]1, predict the reactants needed to synthesize it. The reactants are: [O:1]1[CH2:6][CH2:5][CH2:4][CH2:3][CH:2]1[O:7][CH2:8][C:9]#[CH:10].CCCCCC.C([Li])CCC.CN(C)P(=O)(N(C)C)N(C)C.[Br:33][CH2:34][CH2:35][CH2:36]Br. (7) Given the product [ClH:1].[NH2:15][C@@H:16]([CH:49]([CH3:51])[CH3:50])[C:17]([NH:19][CH2:20][C:21](=[C:23]1[CH2:28][CH2:27][CH2:26][N:25]([C:29]2[C:38]([O:39][CH3:40])=[C:37]3[C:32]([C:33](=[O:47])[C:34]([C:44]([OH:46])=[O:45])=[CH:35][N:36]3[CH:41]3[CH2:42][CH2:43]3)=[CH:31][C:30]=2[F:48])[CH2:24]1)[F:22])=[O:18], predict the reactants needed to synthesize it. The reactants are: [ClH:1].O1CCOCC1.C(OC([NH:15][C@@H:16]([CH:49]([CH3:51])[CH3:50])[C:17]([NH:19][CH2:20][C:21](=[C:23]1[CH2:28][CH2:27][CH2:26][N:25]([C:29]2[C:38]([O:39][CH3:40])=[C:37]3[C:32]([C:33](=[O:47])[C:34]([C:44]([OH:46])=[O:45])=[CH:35][N:36]3[CH:41]3[CH2:43][CH2:42]3)=[CH:31][C:30]=2[F:48])[CH2:24]1)[F:22])=[O:18])=O)(C)(C)C. (8) The reactants are: [CH3:1][C:2]1[O:6][C:5]([C:7]2[CH:12]=[CH:11][C:10]([CH3:13])=[CH:9][CH:8]=2)=[N:4][C:3]=1[CH2:14][CH2:15][O:16][C:17]1[CH:18]=[C:19]2[C:23](=[CH:24][CH:25]=1)[C@H:22]([CH2:26][C:27]([O:29]CC)=[O:28])[CH2:21][CH2:20]2.[Li+].[OH-].O.Cl. Given the product [CH3:1][C:2]1[O:6][C:5]([C:7]2[CH:8]=[CH:9][C:10]([CH3:13])=[CH:11][CH:12]=2)=[N:4][C:3]=1[CH2:14][CH2:15][O:16][C:17]1[CH:18]=[C:19]2[C:23](=[CH:24][CH:25]=1)[C@H:22]([CH2:26][C:27]([OH:29])=[O:28])[CH2:21][CH2:20]2, predict the reactants needed to synthesize it. (9) Given the product [C:35]([NH:34][C:30]1[CH:29]=[C:28]([C:2]2[S:6][C:5]([C:7]3[NH:8][C:9]([C:12]([O:14][CH3:15])=[O:13])=[CH:10][N:11]=3)=[C:4]([C:16]3[CH:21]=[CH:20][C:19]([Cl:22])=[CH:18][C:17]=3[Cl:23])[C:3]=2[C:24]#[N:25])[CH:33]=[CH:32][N:31]=1)(=[O:37])[CH3:36], predict the reactants needed to synthesize it. The reactants are: Br[C:2]1[S:6][C:5]([C:7]2[NH:8][C:9]([C:12]([O:14][CH3:15])=[O:13])=[CH:10][N:11]=2)=[C:4]([C:16]2[CH:21]=[CH:20][C:19]([Cl:22])=[CH:18][C:17]=2[Cl:23])[C:3]=1[C:24]#[N:25].C[Sn](C)(C)[C:28]1[CH:33]=[CH:32][N:31]=[C:30]([NH:34][C:35](=[O:37])[CH3:36])[CH:29]=1.[Cl-].[Li+]. (10) Given the product [CH2:17]([O:24][C:25]1[CH:30]=[C:29]([CH2:31][CH:2]([CH3:1])[C:3](=[O:6])[CH2:4][CH3:5])[CH:28]=[CH:27][C:26]=1[N+:33]([O-:35])=[O:34])[C:18]1[CH:23]=[CH:22][CH:21]=[CH:20][CH:19]=1, predict the reactants needed to synthesize it. The reactants are: [CH3:1][CH2:2][C:3](=[O:6])[CH2:4][CH3:5].[Li+].C[Si]([N-][Si](C)(C)C)(C)C.[CH2:17]([O:24][C:25]1[CH:30]=[C:29]([CH2:31]Br)[CH:28]=[CH:27][C:26]=1[N+:33]([O-:35])=[O:34])[C:18]1[CH:23]=[CH:22][CH:21]=[CH:20][CH:19]=1.